This data is from Reaction yield outcomes from USPTO patents with 853,638 reactions. The task is: Predict the reaction yield, written as a fraction of the theoretical maximum amount of product (1.0 means a 100% yield; for example, 0.34 means a 34% yield). (1) The reactants are [C:1](=[O:22])(OC1C=CC([N+]([O-])=O)=CC=1)[O:2][CH2:3][C:4]1[CH:9]=[C:8]([CH3:10])[N:7]=[C:6]([CH3:11])[CH:5]=1.[CH3:23][C@H:24]1[O:29][C@@H:28]([CH3:30])[CH2:27][NH:26][CH2:25]1.CCN(CC)CC.[ClH:38]. The catalyst is CN(C=O)C.CN(C1C=CN=CC=1)C.C(Cl)Cl.CCOCC. The product is [ClH:38].[CH3:30][C@H:28]1[O:29][C@@H:24]([CH3:23])[CH2:25][N:26]([C:1]([O:2][CH2:3][C:4]2[CH:5]=[C:6]([CH3:11])[N:7]=[C:8]([CH3:10])[CH:9]=2)=[O:22])[CH2:27]1. The yield is 0.510. (2) The reactants are C(OCC)(=O)C.[CH3:7][C@@H:8]([NH:18][CH2:19][C@H:20]([OH:31])[C:21]1[CH:26]=[CH:25][C:24]([OH:27])=[C:23]([NH:28][CH:29]=[O:30])[CH:22]=1)[CH2:9][C:10]1[CH:15]=[CH:14][C:13]([O:16][CH3:17])=[CH:12][CH:11]=1.[C:32]([OH:41])(=[O:40])[C@@H:33]([C@H:35]([C:37]([OH:39])=[O:38])[OH:36])[OH:34]. The catalyst is CO. The product is [CH3:7][C@@H:8]([NH:18][CH2:19][C@H:20]([OH:31])[C:21]1[CH:26]=[CH:25][C:24]([OH:27])=[C:23]([NH:28][CH:29]=[O:30])[CH:22]=1)[CH2:9][C:10]1[CH:15]=[CH:14][C:13]([O:16][CH3:17])=[CH:12][CH:11]=1.[CH:33]([OH:34])([C:32]([OH:41])=[O:40])[CH:35]([OH:36])[C:37]([OH:39])=[O:38]. The yield is 0.00610. (3) The reactants are [OH2:1].[H-].C[O:4]CCO[Al+]OCCOC.[Na+].[H-].[Cl:16][C:17]1[C:18](=[O:38])[NH:19][C:20](/[C:23](/[C:30]2[CH:35]=[CH:34][C:33]([S:36][CH3:37])=[CH:32][CH:31]=2)=[CH:24]/[CH:25]2[CH2:29][CH2:28][CH2:27][CH2:26]2)=[CH:21][CH:22]=1. The catalyst is C1COCC1.CO. The product is [Cl:16][C:17]1[C:18](=[O:38])[NH:19][C:20](/[C:23](/[C:30]2[CH:35]=[CH:34][C:33]([S:36]([CH3:37])(=[O:4])=[O:1])=[CH:32][CH:31]=2)=[CH:24]/[CH:25]2[CH2:29][CH2:28][CH2:27][CH2:26]2)=[CH:21][CH:22]=1. The yield is 0.740. (4) The reactants are I[C:2]1[CH:3]=[CH:4][C:5]2[N:6]([CH:8]=[C:9]([NH:11][C:12]([CH:14]3[CH2:16][CH2:15]3)=[O:13])[N:10]=2)[N:7]=1.[NH2:17][C:18]1[CH:19]=[C:20]([OH:26])[CH:21]=[CH:22][C:23]=1[CH2:24][CH3:25].C(=O)([O-])[O-].[K+].[K+].CN(C)C=O. The catalyst is O. The product is [NH2:17][C:18]1[CH:19]=[C:20]([CH:21]=[CH:22][C:23]=1[CH2:24][CH3:25])[O:26][C:2]1[CH:3]=[CH:4][C:5]2[N:6]([CH:8]=[C:9]([NH:11][C:12]([CH:14]3[CH2:16][CH2:15]3)=[O:13])[N:10]=2)[N:7]=1. The yield is 0.700. (5) The reactants are Cl[C:2]1[CH:11]=[C:10]2[C:5]([CH:6]=[C:7]([NH:12][C:13]([C@@H:15]3[CH2:17][C@@H:16]3[F:18])=[O:14])[N:8]=[CH:9]2)=[CH:4][N:3]=1.[CH3:19][C:20]1[C:25](B2OC(C)(C)C(C)(C)O2)=[CH:24][N:23]=[C:22]([C:35]([O:37][CH3:38])=[O:36])[CH:21]=1.C(=O)([O-])[O-].[Na+].[Na+]. The catalyst is C(#N)C.C(OCC)(=O)C.CC(P(C(C)(C)C)C1C=CC(N(C)C)=CC=1)(C)C.CC(P(C(C)(C)C)C1C=CC(N(C)C)=CC=1)(C)C.Cl[Pd]Cl. The product is [F:18][C@H:16]1[CH2:17][C@H:15]1[C:13]([NH:12][C:7]1[CH:6]=[C:5]2[C:10]([CH:11]=[C:2]([C:25]3[C:20]([CH3:19])=[CH:21][C:22]([C:35]([O:37][CH3:38])=[O:36])=[N:23][CH:24]=3)[N:3]=[CH:4]2)=[CH:9][N:8]=1)=[O:14]. The yield is 0.520. (6) The reactants are [CH2:12]([Sn]([CH2:12][CH2:13][CH2:14][CH3:15])([CH2:12][CH2:13][CH2:14][CH3:15])C=C)[CH2:13][CH2:14][CH3:15].[Cl-].[Li+].[C:18]1([S:24]([N:27]2C(I)=C3[CH2:32][CH:33]([N:39]([CH3:41])[CH3:40])[C:34]4[CH2:35][O:36][CH:37]=[CH:38][C:29]([C:30]=43)=[CH:28]2)(=[O:26])=[O:25])[CH:23]=[CH:22][CH:21]=[CH:20][CH:19]=1. The catalyst is CN(C)C=O.C(OCC)(=O)C.CCCCCC.C1C=CC([P]([Pd]([P](C2C=CC=CC=2)(C2C=CC=CC=2)C2C=CC=CC=2)([P](C2C=CC=CC=2)(C2C=CC=CC=2)C2C=CC=CC=2)[P](C2C=CC=CC=2)(C2C=CC=CC=2)C2C=CC=CC=2)(C2C=CC=CC=2)C2C=CC=CC=2)=CC=1. The product is [C:18]1([S:24]([N:27]2[C:13]([CH:14]=[CH2:15])=[C:12]3[CH2:32][CH:33]([N:39]([CH3:40])[CH3:41])[C:34]4[CH2:35][O:36][CH:37]=[CH:38][C:29]([C:30]=43)=[CH:28]2)(=[O:25])=[O:26])[CH:19]=[CH:20][CH:21]=[CH:22][CH:23]=1. The yield is 0.790. (7) The reactants are [C:1]([C:3]1[N:8]=[C:7]([CH2:9][CH2:10][C:11]([O:13][C:14]([CH3:17])([CH3:16])[CH3:15])=[O:12])[CH:6]=[C:5]([CH3:18])[CH:4]=1)#[N:2].[Cl:19][C:20]1[CH:21]=[C:22]([SH:29])[C:23](=[CH:27][CH:28]=1)[C:24](O)=[O:25]. The catalyst is N1C=CC=CC=1. The product is [Cl:19][C:20]1[CH:28]=[CH:27][C:23]2[C:24](=[O:25])[N:2]=[C:1]([C:3]3[N:8]=[C:7]([CH2:9][CH2:10][C:11]([O:13][C:14]([CH3:15])([CH3:17])[CH3:16])=[O:12])[CH:6]=[C:5]([CH3:18])[CH:4]=3)[S:29][C:22]=2[CH:21]=1. The yield is 0.280. (8) The reactants are Cl[C:2]1[C:3]2[S:10][C:9]([C:11]([NH:13][CH2:14][CH2:15][N:16]3[CH2:21][CH2:20][O:19][CH2:18][CH2:17]3)=[O:12])=[CH:8][C:4]=2[N:5]=[CH:6][N:7]=1.[F:22][C:23]1[CH:28]=[C:27]([N+:29]([O-:31])=[O:30])[CH:26]=[CH:25][C:24]=1[OH:32].C([O-])([O-])=O.[K+].[K+].CO.C(Cl)Cl. The catalyst is O(C1C=CC=CC=1)C1C=CC=CC=1. The product is [F:22][C:23]1[CH:28]=[C:27]([N+:29]([O-:31])=[O:30])[CH:26]=[CH:25][C:24]=1[O:32][C:2]1[C:3]2[S:10][C:9]([C:11]([NH:13][CH2:14][CH2:15][N:16]3[CH2:21][CH2:20][O:19][CH2:18][CH2:17]3)=[O:12])=[CH:8][C:4]=2[N:5]=[CH:6][N:7]=1. The yield is 0.910. (9) The reactants are [I:1][C:2]1[CH:11]=[C:10]2[C:5]([C:6](=[O:15])[C:7](C(O)=O)=[CH:8][NH:9]2)=[CH:4][C:3]=1[CH3:16].C1C=CC(C2C=CC=CC=2)=CC=1.C1C=CC(OC2C=CC=CC=2)=CC=1. The catalyst is CCCCCCC. The product is [I:1][C:2]1[CH:11]=[C:10]2[C:5]([C:6](=[O:15])[CH:7]=[CH:8][NH:9]2)=[CH:4][C:3]=1[CH3:16]. The yield is 0.910.